Task: Regression. Given a peptide amino acid sequence and an MHC pseudo amino acid sequence, predict their binding affinity value. This is MHC class I binding data.. Dataset: Peptide-MHC class I binding affinity with 185,985 pairs from IEDB/IMGT (1) The peptide sequence is RPPIFIRRL. The MHC is HLA-A68:01 with pseudo-sequence HLA-A68:01. The binding affinity (normalized) is 0.00180. (2) The peptide sequence is CKISPLMV. The MHC is H-2-Kb with pseudo-sequence H-2-Kb. The binding affinity (normalized) is 0.0735. (3) The peptide sequence is YYLEKANKI. The MHC is HLA-B39:01 with pseudo-sequence HLA-B39:01. The binding affinity (normalized) is 0.0847.